Dataset: Full USPTO retrosynthesis dataset with 1.9M reactions from patents (1976-2016). Task: Predict the reactants needed to synthesize the given product. Given the product [CH3:19][C:20]1[CH:25]=[C:24]([C:26]2[NH:6][C:4](=[O:5])[C:3]3[C:2](=[CH:10][CH:9]=[C:8]([CH2:11][CH2:12][N:13]4[CH2:14][CH2:15][O:16][CH2:17][CH2:18]4)[CH:7]=3)[N:1]=2)[CH:23]=[C:22]([CH3:28])[N:21]=1, predict the reactants needed to synthesize it. The reactants are: [NH2:1][C:2]1[CH:10]=[CH:9][C:8]([CH2:11][CH2:12][N:13]2[CH2:18][CH2:17][O:16][CH2:15][CH2:14]2)=[CH:7][C:3]=1[C:4]([NH2:6])=[O:5].[CH3:19][C:20]1[CH:25]=[C:24]([CH:26]=O)[CH:23]=[C:22]([CH3:28])[N:21]=1.S([O-])(O)=O.[Na+].C1(C)C=CC(S(O)(=O)=O)=CC=1.